From a dataset of Catalyst prediction with 721,799 reactions and 888 catalyst types from USPTO. Predict which catalyst facilitates the given reaction. Reactant: [N:1]1[CH:6]=[CH:5][CH:4]=[CH:3][C:2]=1[NH:7][C:8]([N:10]1[C@@H:16]2[CH2:17][N:13]([CH2:14][CH2:15]2)[C:12]2[CH:18]=[CH:19][C:20]([C:22](O)=[O:23])=[N:21][C:11]1=2)=[O:9].CN(C(ON1N=N[C:35]2C=CC=N[C:34]1=2)=[N+](C)C)C.F[P-](F)(F)(F)(F)F.CCN(C(C)C)C(C)C.[F:58][C:59]([F:63])(F)[CH2:60][NH2:61]. Product: [F:58][C:59]1([F:63])[CH2:35][CH2:34][N:61]([C:22]([C:20]2[CH:19]=[CH:18][C:12]3[N:13]4[CH2:17][C@H:16]([CH2:15][CH2:14]4)[N:10]([C:8]([NH:7][C:2]4[CH:3]=[CH:4][CH:5]=[CH:6][N:1]=4)=[O:9])[C:11]=3[N:21]=2)=[O:23])[CH2:60]1. The catalyst class is: 255.